This data is from Full USPTO retrosynthesis dataset with 1.9M reactions from patents (1976-2016). The task is: Predict the reactants needed to synthesize the given product. (1) The reactants are: [C:1]([C:3]1[CH:12]=[CH:11][C:6]([C:7]([NH:9][CH3:10])=[O:8])=[CH:5][CH:4]=1)#[CH:2].[CH3:13][O:14][C:15](=[O:28])[C:16]1[CH:21]=[C:20](Br)[CH:19]=[CH:18][C:17]=1[O:23][C:24]([F:27])([F:26])[F:25].CCCC[N+](CCCC)(CCCC)CCCC.[F-]. Given the product [CH3:13][O:14][C:15](=[O:28])[C:16]1[CH:21]=[C:20]([C:2]#[C:1][C:3]2[CH:12]=[CH:11][C:6]([C:7](=[O:8])[NH:9][CH3:10])=[CH:5][CH:4]=2)[CH:19]=[CH:18][C:17]=1[O:23][C:24]([F:25])([F:27])[F:26], predict the reactants needed to synthesize it. (2) Given the product [C:5]([OH:29])(=[O:9])[CH2:4][CH2:3][CH2:50][CH2:49][C:48]([OH:51])=[O:31].[OH:51][CH2:48][C:49]([CH3:32])([CH2:8][OH:9])[CH3:50], predict the reactants needed to synthesize it. The reactants are: C[C@H]1C[O:29][C@@:5]2([O:9][C@H:8]3C[C@H]4[C@@H]5CC=C6C[C@@H](O)CC[C@]6(C)[C@H]5CC[C@]4(C)[C@H]3[C@@H]2C)[CH2:4][CH2:3]1.[O:31]=[C:32]=NC1CC(C)(C)CC(C)(CN=C=O)C1.C[C:48](=[O:51])[CH2:49][CH3:50]. (3) Given the product [Br:12][C:7]1[C:6]2[NH:1][C:2](=[O:11])[NH:3][C:4](=[O:10])[C:5]=2[S:9][CH:8]=1, predict the reactants needed to synthesize it. The reactants are: [NH:1]1[C:6]2[CH:7]=[CH:8][S:9][C:5]=2[C:4](=[O:10])[NH:3][C:2]1=[O:11].[Br:12]Br.O. (4) Given the product [N:9]1([CH2:14][C:15]2([C:46]3[CH:51]=[CH:50][C:49]([F:52])=[CH:48][C:47]=3[F:53])[O:19][CH:18]([CH2:20][S:21][C:22]3[CH:23]=[CH:24][C:25]([N:28]4[CH2:33][CH2:32][N:31]([C:34]5[CH:35]=[CH:36][C:37]([N:40]6[C:44](=[O:45])[N:43]([CH:2]([CH2:5][CH3:6])[CH2:3][CH3:4])[N:42]=[CH:41]6)=[CH:38][CH:39]=5)[CH2:30][CH2:29]4)=[CH:26][CH:27]=3)[CH2:17][O:16]2)[CH:13]=[N:12][CH:11]=[N:10]1, predict the reactants needed to synthesize it. The reactants are: Br[CH:2]([CH2:5][CH3:6])[CH2:3][CH3:4].[OH-].[K+].[N:9]1([CH2:14][C:15]2([C:46]3[CH:51]=[CH:50][C:49]([F:52])=[CH:48][C:47]=3[F:53])[O:19][CH:18]([CH2:20][S:21][C:22]3[CH:27]=[CH:26][C:25]([N:28]4[CH2:33][CH2:32][N:31]([C:34]5[CH:39]=[CH:38][C:37]([N:40]6[C:44](=[O:45])[NH:43][N:42]=[CH:41]6)=[CH:36][CH:35]=5)[CH2:30][CH2:29]4)=[CH:24][CH:23]=3)[CH2:17][O:16]2)[CH:13]=[N:12][CH:11]=[N:10]1. (5) Given the product [C:1]([O:4][C:5]1[CH:10]=[CH:9][C:8]([N+:11]([O-:13])=[O:12])=[C:7]([OH:14])[CH:6]=1)(=[O:3])[CH3:2], predict the reactants needed to synthesize it. The reactants are: [C:1]([O:4][C:5]1[CH:10]=[CH:9][C:8]([N+:11]([O-:13])=[O:12])=[C:7]([O:14]C(=O)C)[CH:6]=1)(=[O:3])[CH3:2].[Cl-].[Al+3].[Cl-].[Cl-].O. (6) Given the product [NH:16]1[C:14](=[O:15])[C:13]2[NH:12][CH:11]=[N:10][C:19]=2[N:18]=[CH:17]1, predict the reactants needed to synthesize it. The reactants are: [C@@H]1([N:10]2[C:19]3[N:18]=[CH:17][N:16]=[C:14]([OH:15])[C:13]=3[N:12]=[CH:11]2)O[C@H](CO)[C@@H](O)[C@H]1O.Cl. (7) Given the product [N:15]1[N:16]([C:20]2[CH:21]=[C:22]([NH:23][C:2]3[C:7]([C:8]#[N:9])=[C:6]([S:10][CH3:11])[N:5]=[C:4]([S:12][CH2:13][CH3:14])[N:3]=3)[CH:24]=[CH:25][CH:26]=2)[N:17]=[CH:18][CH:19]=1, predict the reactants needed to synthesize it. The reactants are: Cl[C:2]1[C:7]([C:8]#[N:9])=[C:6]([S:10][CH3:11])[N:5]=[C:4]([S:12][CH2:13][CH3:14])[N:3]=1.[N:15]1[N:16]([C:20]2[CH:21]=[C:22]([CH:24]=[CH:25][CH:26]=2)[NH2:23])[N:17]=[CH:18][CH:19]=1.